Dataset: Experimentally validated miRNA-target interactions with 360,000+ pairs, plus equal number of negative samples. Task: Binary Classification. Given a miRNA mature sequence and a target amino acid sequence, predict their likelihood of interaction. Result: 0 (no interaction). The miRNA is mmu-miR-2136 with sequence CUGGGUGUUGACUGAGAUGUG. The protein sequence of the target gene is MLGARLRLWVCALCSVCSMSVLRAYPNASPLLGSSWGGLIHLYTATARNSYHLQIHKNGHVDGAPHQTIYSALMIRSEDAGFVVITGVMSRRYLCMDFRGNIFGSHYFDPENCRFQHQTLENGYDVYHSPQYHFLVSLGRAKRAFLPGMNPPPYSQFLSRRNEIPLIHFNTPIPRRHTRSAEDDSERDPLNVLKPRARMTPAPASCSQELPSAEDNSPMASDPLGVVRGGRVNTHAGGTGPEGCRPFAKFI.